This data is from Reaction yield outcomes from USPTO patents with 853,638 reactions. The task is: Predict the reaction yield, written as a fraction of the theoretical maximum amount of product (1.0 means a 100% yield; for example, 0.34 means a 34% yield). (1) The catalyst is CCO.C(Cl)Cl.[Pd]. The reactants are [C:1]([C:5]1[NH:6][C:7]([C:12]2[CH:17]=[CH:16][C:15]([CH3:18])=[CH:14][CH:13]=2)=[C:8]([N:10]=O)[N:9]=1)([CH3:4])([CH3:3])[CH3:2].CO. The product is [C:1]([C:5]1[NH:6][C:7]([C:12]2[CH:13]=[CH:14][C:15]([CH3:18])=[CH:16][CH:17]=2)=[C:8]([NH2:10])[N:9]=1)([CH3:4])([CH3:3])[CH3:2]. The yield is 0.680. (2) The yield is 0.220. The catalyst is O. The reactants are CO.[CH:3]1([C:9]2[C:17]3[C:16](=[O:18])[NH:15][C:14]([C:19]4[CH:24]=[CH:23][C:22]([N:25](S(C)(=O)=O)[S:26]([CH3:29])(=[O:28])=[O:27])=[CH:21][C:20]=4[O:34][CH3:35])=[N:13][C:12]=3[N:11]([CH3:36])[N:10]=2)[CH2:8][CH2:7][CH2:6][CH2:5][CH2:4]1.[OH-].[Na+]. The product is [CH:3]1([C:9]2[C:17]3[C:16](=[O:18])[NH:15][C:14]([C:19]4[CH:24]=[CH:23][C:22]([NH:25][S:26]([CH3:29])(=[O:27])=[O:28])=[CH:21][C:20]=4[O:34][CH3:35])=[N:13][C:12]=3[N:11]([CH3:36])[N:10]=2)[CH2:4][CH2:5][CH2:6][CH2:7][CH2:8]1.